Dataset: Catalyst prediction with 721,799 reactions and 888 catalyst types from USPTO. Task: Predict which catalyst facilitates the given reaction. Reactant: S(Cl)([Cl:4])(=O)=O.[CH3:6][O:7][C:8]1[C:9]([CH3:28])=[C:10]([C:15]2[C:24]3[N:23]=[CH:22][CH:21]=[N:20][C:19]=3[C:18]([C:25]([OH:27])=[O:26])=[CH:17][CH:16]=2)[CH:11]=[C:12]([CH3:14])[CH:13]=1. Product: [Cl:4][C:11]1[C:12]([CH3:14])=[CH:13][C:8]([O:7][CH3:6])=[C:9]([CH3:28])[C:10]=1[C:15]1[C:24]2[N:23]=[CH:22][CH:21]=[N:20][C:19]=2[C:18]([C:25]([OH:27])=[O:26])=[CH:17][CH:16]=1. The catalyst class is: 23.